Dataset: Forward reaction prediction with 1.9M reactions from USPTO patents (1976-2016). Task: Predict the product of the given reaction. (1) Given the reactants [CH3:1][C:2]1[CH:7]=[CH:6][C:5]([NH2:8])=[C:4]([CH3:9])[CH:3]=1.[CH2:10]=[C:11]1[O:15][C:13](=[O:14])[CH2:12]1.NC1C=CC=C(C)C=1C, predict the reaction product. The product is: [CH3:1][C:2]1[CH:7]=[CH:6][C:5]([NH:8][C:13]([CH2:12][C:11]([CH3:10])=[O:15])=[O:14])=[C:4]([CH3:9])[CH:3]=1. (2) Given the reactants [F:1][C:2]1[CH:3]=[CH:4][CH:5]=[C:6]2[C:11]=1[CH:10]=[C:9]([OH:12])[CH:8]=[CH:7]2.C1(C)C=CC=CC=1.[O-]P([O-])([O-])=O.[K+].[K+].[K+].[S:28](O[S:28]([C:31]([F:34])([F:33])[F:32])(=[O:30])=[O:29])([C:31]([F:34])([F:33])[F:32])(=[O:30])=[O:29], predict the reaction product. The product is: [F:32][C:31]([F:34])([F:33])[S:28]([O:12][C:9]1[CH:8]=[CH:7][C:6]2[C:11](=[C:2]([F:1])[CH:3]=[CH:4][CH:5]=2)[CH:10]=1)(=[O:30])=[O:29]. (3) Given the reactants [ClH:1].[C:2]1([NH:8][CH:9]([C:13]2[S:14][CH:15]=[CH:16][CH:17]=2)[C:10]([OH:12])=[O:11])[CH:7]=[CH:6][CH:5]=[CH:4][CH:3]=1.C1CCC(N=C=NC2CCCCC2)CC1.C1C=CC2N(O)N=NC=2C=1.[N:43]12[CH2:50][CH2:49][CH:46]([CH2:47][CH2:48]1)[C@@H:45](O)[CH2:44]2, predict the reaction product. The product is: [ClH:1].[C:2]1([NH:8][CH:9]([C:13]2[S:14][CH:15]=[CH:16][CH:17]=2)[C:10]([O:12][C@@H:45]2[CH:46]3[CH2:49][CH2:50][N:43]([CH2:48][CH2:47]3)[CH2:44]2)=[O:11])[CH:3]=[CH:4][CH:5]=[CH:6][CH:7]=1. (4) Given the reactants CC[N:3](C(C)C)C(C)C.C1C=CC2N(O)N=NC=2C=1.[Cl:20][C:21]1[S:47][C:24]2[NH:25][C:26]([C:28]([NH:30][CH:31]3[CH2:40][C:39]4[C:34](=[CH:35]C=[CH:37][CH:38]=4)[N:33](CC(O)CO)[C:32]3=[O:46])=[O:29])=[CH:27][C:23]=2[CH:22]=1.NC1CC2C(=CN=CC=2)NC1=O.CCN=C=NCCCN(C)C, predict the reaction product. The product is: [Cl:20][C:21]1[S:47][C:24]2[NH:25][C:26]([C:28]([NH:30][CH:31]3[CH2:40][C:39]4[C:34](=[CH:35][N:3]=[CH:37][CH:38]=4)[NH:33][C:32]3=[O:46])=[O:29])=[CH:27][C:23]=2[CH:22]=1. (5) The product is: [Cl:12][C:13]1[N:18]=[CH:17][C:16]([O:19][C:2]2[CH:9]=[CH:8][C:7]([CH:10]=[O:11])=[CH:6][C:3]=2[C:4]#[N:5])=[CH:15][CH:14]=1. Given the reactants F[C:2]1[CH:9]=[CH:8][C:7]([CH:10]=[O:11])=[CH:6][C:3]=1[C:4]#[N:5].[Cl:12][C:13]1[N:18]=[CH:17][C:16]([OH:19])=[CH:15][CH:14]=1, predict the reaction product. (6) Given the reactants [F:1][C:2]([F:10])([F:9])[CH2:3][CH:4]([OH:8])[CH2:5][NH:6][CH3:7].Br[CH2:12][C:13]1[C:14]([Cl:21])=[N:15][C:16]([Cl:20])=[CH:17][C:18]=1[CH3:19], predict the reaction product. The product is: [Cl:21][C:14]1[C:13]([CH2:12][N:6]([CH3:7])[CH2:5][CH:4]([OH:8])[CH2:3][C:2]([F:10])([F:9])[F:1])=[C:18]([CH3:19])[CH:17]=[C:16]([Cl:20])[N:15]=1. (7) The product is: [CH3:31][N:26]([CH3:27])[CH2:25][CH2:24][O:23][C:14]1[C:13]([C:10]2[CH:11]=[N:12][C:7]([NH:6][C:4]([NH:3][CH2:1][CH3:2])=[O:5])=[CH:8][C:9]=2[C:33]2[S:34][CH:35]=[C:36]([C:38]([F:39])([F:41])[F:40])[N:37]=2)=[CH:18][C:17]([C:19]([NH:21][NH2:22])=[O:20])=[CH:16][N:15]=1. Given the reactants [CH2:1]([NH:3][C:4]([NH:6][C:7]1[N:12]=[CH:11][C:10]([C:13]2[C:14]([O:23][CH2:24][CH2:25][N:26]3[CH2:31]CN(C)C[CH2:27]3)=[N:15][CH:16]=[C:17]([C:19]([NH:21][NH2:22])=[O:20])[CH:18]=2)=[C:9]([C:33]2[S:34][CH:35]=[C:36]([C:38]([F:41])([F:40])[F:39])[N:37]=2)[CH:8]=1)=[O:5])[CH3:2].CN(C)CCOC1C(C2C=NC(NC(NCC)=O)=CC=2C2SC=C(C(F)(F)F)N=2)=CC(C(OC)=O)=CN=1.CN(C)CCOC1C(C2C=NC(NC(NCC)=O)=CC=2C2SC=C(C(F)(F)F)N=2)=CC(C(OCCN(C)C)=O)=CN=1, predict the reaction product. (8) Given the reactants [Cl:1][C:2]1[CH:7]=[CH:6][C:5]([C:8]2[N:12]([CH:13]3[CH2:15][CH2:14]3)[C:11](=[O:16])[N:10]([CH2:17][C:18](O)=[O:19])[N:9]=2)=[CH:4][CH:3]=1.C[Si](C=[N+:26]=[N-:27])(C)C.O.NN, predict the reaction product. The product is: [Cl:1][C:2]1[CH:3]=[CH:4][C:5]([C:8]2[N:12]([CH:13]3[CH2:14][CH2:15]3)[C:11](=[O:16])[N:10]([CH2:17][C:18]([NH:26][NH2:27])=[O:19])[N:9]=2)=[CH:6][CH:7]=1. (9) Given the reactants [CH3:1][O:2][C:3]([CH:5]1[CH2:10][NH:9][CH2:8][C:7](=[O:11])[N:6]1[CH2:12][C:13]1[CH:18]=[CH:17][C:16]([C:19]#[N:20])=[C:15]([N:21]=[C:22](C2C=CC=CC=2)C2C=CC=CC=2)[CH:14]=1)=[O:4].C([O-])([O-])=O.[K+].[K+].C(OC([N:48]1[C:56]2[C:51](=[CH:52][C:53]([Cl:57])=[CH:54][CH:55]=2)[CH:50]=[C:49]1[CH2:58]Br)=O)(C)(C)C.CC#[N:62], predict the reaction product. The product is: [CH3:1][O:2][C:3]([CH:5]1[CH2:10][N:9]([CH2:58][C:49]2[NH:48][C:56]3[C:51]([CH:50]=2)=[CH:52][C:53]([Cl:57])=[CH:54][CH:55]=3)[CH2:8][C:7](=[O:11])[N:6]1[CH2:12][C:13]1[CH:14]=[C:15]2[C:16]([C:19]([NH2:20])=[N:62][CH:22]=[N:21]2)=[CH:17][CH:18]=1)=[O:4].